This data is from Full USPTO retrosynthesis dataset with 1.9M reactions from patents (1976-2016). The task is: Predict the reactants needed to synthesize the given product. (1) Given the product [CH3:38][C:33]1[N:32]([C:28]2[CH:27]=[C:26]([C:24]3[CH2:23][C:22](=[O:39])[NH:21][C:9]4[CH:10]=[C:11]([C:14]5[CH:19]=[CH:18][CH:17]=[CH:41][C:43]=5[F:46])[CH:12]=[CH:13][C:8]=4[N:7]=3)[CH:31]=[CH:30][CH:29]=2)[CH:36]=[C:35]([CH3:37])[N:34]=1, predict the reactants needed to synthesize it. The reactants are: C(OC(=O)[NH:7][C:8]1[CH:13]=[CH:12][C:11]([C:14]2[CH:19]=[CH:18][CH:17]=CC=2F)=[CH:10][C:9]=1[NH:21][C:22](=[O:39])[CH2:23][C:24]([C:26]1[CH:31]=[CH:30][CH:29]=[C:28]([N:32]2[CH:36]=[C:35]([CH3:37])[N:34]=[C:33]2[CH3:38])[CH:27]=1)=O)(C)(C)C.[C:41](O)([C:43]([F:46])(F)F)=O. (2) The reactants are: [OH-].[Na+].[CH:3]1[C:13]2[C:12](=[CH:14][CH2:15][CH2:16][O:17][C:18]3[CH:23]=[CH:22][C:21]([CH2:24][CH:25]([O:31][CH2:32][CH3:33])[C:26]([O:28]CC)=[O:27])=[CH:20][CH:19]=3)[C:11]3[CH:34]=[CH:35][CH:36]=[CH:37][C:10]=3[CH2:9][O:8][C:7]=2[CH:6]=[CH:5][CH:4]=1. Given the product [CH:3]1[C:13]2[C:12](=[CH:14][CH2:15][CH2:16][O:17][C:18]3[CH:23]=[CH:22][C:21]([CH2:24][CH:25]([O:31][CH2:32][CH3:33])[C:26]([OH:28])=[O:27])=[CH:20][CH:19]=3)[C:11]3[CH:34]=[CH:35][CH:36]=[CH:37][C:10]=3[CH2:9][O:8][C:7]=2[CH:6]=[CH:5][CH:4]=1, predict the reactants needed to synthesize it. (3) Given the product [OH:21][CH2:17][CH2:18][N:3]1[CH:4]=[CH:5][C:6]2[C:11](=[CH:10][C:9]([C:12]([O:14][CH3:15])=[O:13])=[CH:8][CH:7]=2)[C:2]1=[O:1], predict the reactants needed to synthesize it. The reactants are: [O:1]=[C:2]1[C:11]2[C:6](=[CH:7][CH:8]=[C:9]([C:12]([O:14][CH3:15])=[O:13])[CH:10]=2)[CH:5]=[CH:4][NH:3]1.Br[CH2:17][CH2:18]Br.C(=O)([O-])[O-:21].[Cs+].[Cs+]. (4) Given the product [CH:14]([C:8]1[CH:9]=[CH:10][C:11]([CH3:13])=[CH:12][C:7]=1[N:6]1[C:5](=[O:17])[CH2:4][S:3]/[C:2]/1=[N:1]\[C:25](=[O:26])[O:27][C:28]1[CH:29]=[CH:30][C:31]([N+:34]([O-:36])=[O:35])=[CH:32][CH:33]=1)([CH3:15])[CH3:16], predict the reactants needed to synthesize it. The reactants are: [NH:1]=[C:2]1[N:6]([C:7]2[CH:12]=[C:11]([CH3:13])[CH:10]=[CH:9][C:8]=2[CH:14]([CH3:16])[CH3:15])[C:5](=[O:17])[CH2:4][S:3]1.C(=O)([O-])[O-].[Cs+].[Cs+].Cl[C:25]([O:27][C:28]1[CH:33]=[CH:32][C:31]([N+:34]([O-:36])=[O:35])=[CH:30][CH:29]=1)=[O:26]. (5) Given the product [CH3:1][O:2][CH2:3][CH2:4][O:5][C:6]1[CH:11]=[C:10]2[C:12]([NH:16][C:17]3[CH:18]=[CH:19][CH:20]=[C:21]([C:23]#[CH:24])[CH:22]=3)=[N:13][CH:14]=[N:15][C:9]2=[CH:8][C:7]=1[O:25][CH2:26][CH2:27][O:28][CH3:29].[ClH:30], predict the reactants needed to synthesize it. The reactants are: [CH3:1][O:2][CH2:3][CH2:4][O:5][C:6]1[CH:11]=[C:10]2[C:12]([NH:16][C:17]3[CH:22]=[C:21]([C:23]#[CH:24])[CH:20]=[CH:19][CH:18]=3)=[N:13][CH:14]=[N:15][C:9]2=[CH:8][C:7]=1[O:25][CH2:26][CH2:27][O:28][CH3:29].[ClH:30]. (6) Given the product [C:1]([O:5][C:6]([N:8]1[CH2:9][CH2:10][CH:11]([NH:14][S:15]([C:18]2[C:27]3[CH2:26][CH2:25][CH2:24][CH2:23][C:22]=3[C:21]([C:28](=[O:33])[NH2:29])=[CH:20][CH:19]=2)(=[O:17])=[O:16])[CH2:12][CH2:13]1)=[O:7])([CH3:4])([CH3:2])[CH3:3], predict the reactants needed to synthesize it. The reactants are: [C:1]([O:5][C:6]([N:8]1[CH2:13][CH2:12][CH:11]([NH:14][S:15]([C:18]2[C:27]3[CH2:26][CH2:25][CH2:24][CH2:23][C:22]=3[C:21]([C:28]#[N:29])=[CH:20][CH:19]=2)(=[O:17])=[O:16])[CH2:10][CH2:9]1)=[O:7])([CH3:4])([CH3:3])[CH3:2].C([OH:33])(C)C. (7) Given the product [C:1]([C:5]1[CH:6]=[C:7]([NH:11][C:12]([C@H:14]2[CH2:19][CH2:18][CH2:17][N:16]([C:37](=[O:38])[C:36]3[CH:40]=[CH:41][CH:42]=[CH:43][C:35]=3[CH3:34])[C@H:15]2[C:20]2[CH:25]=[CH:24][CH:23]=[C:22]([F:26])[CH:21]=2)=[O:13])[CH:8]=[CH:9][CH:10]=1)([CH3:4])([CH3:2])[CH3:3].[C:1]([C:5]1[CH:6]=[C:7]([NH:11][C:12]([CH:14]2[CH2:19][CH2:18][CH2:17][N:16]([C:37](=[O:38])[C:36]3[CH:40]=[CH:41][CH:42]=[CH:43][C:35]=3[CH3:34])[CH:15]2[C:20]2[CH:25]=[CH:24][CH:23]=[C:22]([F:26])[CH:21]=2)=[O:13])[CH:8]=[CH:9][CH:10]=1)([CH3:4])([CH3:2])[CH3:3], predict the reactants needed to synthesize it. The reactants are: [C:1]([C:5]1[CH:6]=[C:7]([NH:11][C:12]([CH:14]2[CH2:19][CH2:18][CH2:17][NH:16][CH:15]2[C:20]2[CH:25]=[CH:24][CH:23]=[C:22]([F:26])[CH:21]=2)=[O:13])[CH:8]=[CH:9][CH:10]=1)([CH3:4])([CH3:3])[CH3:2].CCN(CC)CC.[CH3:34][C:35]1[CH:43]=[CH:42][CH:41]=[CH:40][C:36]=1[C:37](Cl)=[O:38]. (8) Given the product [OH:11][B:9]1[C:8]2[CH:12]=[C:13]([O:17][CH3:18])[CH:14]=[C:15]([CH3:16])[C:7]=2[C@@H:6]([CH2:5][C:4]([OH:19])=[O:3])[O:10]1, predict the reactants needed to synthesize it. The reactants are: C([O:3][C:4](=[O:19])[CH2:5][C@H:6]1[O:10][B:9]([OH:11])[C:8]2[CH:12]=[C:13]([O:17][CH3:18])[CH:14]=[C:15]([CH3:16])[C:7]1=2)C.[Li+].[OH-].Cl. (9) Given the product [Cl:1][C:2]1[CH:7]=[CH:6][C:5]([C:8]2[C:14]3[CH:15]=[C:16]([O:19][CH3:20])[CH:17]=[CH:18][C:13]=3[N:12]3[C:21]([CH3:24])=[N:22][N:23]=[C:11]3[C@H:10]([CH2:25][C:26]([NH:51][CH2:52][C:53]3[CH:54]=[C:55]([B:59]([OH:61])[OH:60])[CH:56]=[CH:57][CH:58]=3)=[O:28])[N:9]=2)=[CH:4][CH:3]=1, predict the reactants needed to synthesize it. The reactants are: [Cl:1][C:2]1[CH:7]=[CH:6][C:5]([C:8]2[C:14]3[CH:15]=[C:16]([O:19][CH3:20])[CH:17]=[CH:18][C:13]=3[N:12]3[C:21]([CH3:24])=[N:22][N:23]=[C:11]3[C@H:10]([CH2:25][C:26]([OH:28])=O)[N:9]=2)=[CH:4][CH:3]=1.CCN=C=NCCCN(C)C.C1C=CC2N(O)N=NC=2C=1.Cl.[NH2:51][CH2:52][C:53]1[CH:54]=[C:55]([B:59]([OH:61])[OH:60])[CH:56]=[CH:57][CH:58]=1.